Dataset: Reaction yield outcomes from USPTO patents with 853,638 reactions. Task: Predict the reaction yield, written as a fraction of the theoretical maximum amount of product (1.0 means a 100% yield; for example, 0.34 means a 34% yield). The reactants are [Cl-].[Al+3].[Cl-].[Cl-].[H-].[Al+3].[Li+].[H-].[H-].[H-].[F:11][C:12]1[CH:42]=[CH:41][C:15]([C:16]([NH:18][C:19]2[C:20]([CH3:40])=[C:21]([CH3:39])[C:22]3[O:26][C:25]([CH3:27])=[C:24]([C:28]4[CH:33]=[CH:32][C:31]([CH:34]([CH3:36])[CH3:35])=[CH:30][CH:29]=4)[C:23]=3[C:37]=2[CH3:38])=O)=[CH:14][CH:13]=1.[OH-].[Na+]. The catalyst is O1CCCC1. The product is [F:11][C:12]1[CH:13]=[CH:14][C:15]([CH2:16][NH:18][C:19]2[C:20]([CH3:40])=[C:21]([CH3:39])[C:22]3[O:26][C:25]([CH3:27])=[C:24]([C:28]4[CH:33]=[CH:32][C:31]([CH:34]([CH3:35])[CH3:36])=[CH:30][CH:29]=4)[C:23]=3[C:37]=2[CH3:38])=[CH:41][CH:42]=1. The yield is 0.540.